Predict the product of the given reaction. From a dataset of Forward reaction prediction with 1.9M reactions from USPTO patents (1976-2016). (1) Given the reactants [Cl:1][C:2]1[N:10](CC=C)[C:9]2[C:8](=[O:14])[N:7]([CH2:15][CH2:16][CH2:17][C:18]3[CH:19]=[N:20][NH:21][CH:22]=3)[C:6](=[O:23])[N:5]([CH2:24][CH2:25][CH2:26][CH2:27][CH3:28])[C:4]=2[N:3]=1.N1CC[O:32]CC1, predict the reaction product. The product is: [C:8]([OH:14])(=[O:32])[CH3:9].[Cl:1][C:2]1[NH:10][C:9]2[C:8](=[O:14])[N:7]([CH2:15][CH2:16][CH2:17][C:18]3[CH:22]=[N:21][NH:20][CH:19]=3)[C:6](=[O:23])[N:5]([CH2:24][CH2:25][CH2:26][CH2:27][CH3:28])[C:4]=2[N:3]=1. (2) The product is: [ClH:1].[C:2]1([N:8]([CH2:31][CH2:32][C:33]([OH:35])=[O:34])[C:9]([C:11]2[CH:12]=[CH:13][C:14]3[S:18][C:17]([CH2:19][S:20][C:21]4[CH:26]=[CH:25][C:24]([C:27](=[NH:28])[NH2:29])=[CH:23][CH:22]=4)=[N:16][C:15]=3[CH:30]=2)=[O:10])[CH:7]=[CH:6][CH:5]=[CH:4][CH:3]=1. Given the reactants [ClH:1].[C:2]1([N:8]([CH2:31][CH2:32][C:33]([O:35]CC)=[O:34])[C:9]([C:11]2[CH:12]=[CH:13][C:14]3[S:18][C:17]([CH2:19][S:20][C:21]4[CH:26]=[CH:25][C:24]([C:27](=[NH:29])[NH2:28])=[CH:23][CH:22]=4)=[N:16][C:15]=3[CH:30]=2)=[O:10])[CH:7]=[CH:6][CH:5]=[CH:4][CH:3]=1.[OH-].[Na+], predict the reaction product. (3) The product is: [CH2:16]([C:14]1[N:13]=[C:12]([NH:18][C:19]2[S:20][C:21]([C:24]#[N:25])=[CH:22][N:23]=2)[CH:11]=[C:10]([CH2:9][OH:8])[CH:15]=1)[CH3:17]. Given the reactants [Si]([O:8][CH2:9][C:10]1[CH:15]=[C:14]([CH2:16][CH3:17])[N:13]=[C:12]([NH:18][C:19]2[S:20][C:21]([C:24]#[N:25])=[CH:22][N:23]=2)[CH:11]=1)(C(C)(C)C)(C)C.N1C=CC=CC=1.F, predict the reaction product. (4) The product is: [F:32][C:27]1[CH:28]=[CH:29][CH:30]=[CH:31][C:26]=1[CH2:25][O:24][C:21]1[CH:22]=[CH:23][C:18]([C:16]2[CH2:15][CH2:14][C@@H:9]([C:10]([O:12][CH3:13])=[O:11])[N:8]=2)=[CH:19][CH:20]=1. Given the reactants CC(OC([NH:8][C@@H:9]([CH2:14][CH2:15][C:16]([C:18]1[CH:23]=[CH:22][C:21]([O:24][CH2:25][C:26]2[CH:31]=[CH:30][CH:29]=[CH:28][C:27]=2[F:32])=[CH:20][CH:19]=1)=O)[C:10]([O:12][CH3:13])=[O:11])=O)(C)C.FC(F)(F)C(O)=O, predict the reaction product. (5) Given the reactants C[Si](C)(C)CCOC(=O)[NH:7][C:8]1[CH:13]=[CH:12][CH:11]=[CH:10][C:9]=1[S:14](=[O:32])(=[O:31])[NH:15][C:16]([C@@:18]1([NH:23][C:24]([O:26][C:27]([CH3:30])([CH3:29])[CH3:28])=[O:25])[CH2:20][C@H:19]1[CH:21]=[CH2:22])=[O:17].[F-].C([N+](CC)(CC)CC)C, predict the reaction product. The product is: [C:27]([O:26][C:24](=[O:25])[NH:23][C@:18]1([C:16]([NH:15][S:14]([C:9]2[CH:10]=[CH:11][CH:12]=[CH:13][C:8]=2[NH2:7])(=[O:32])=[O:31])=[O:17])[CH2:20][C@H:19]1[CH:21]=[CH2:22])([CH3:28])([CH3:29])[CH3:30]. (6) Given the reactants C(OC([NH:11][C@H:12]([C:25]([N:27]([CH3:29])[CH3:28])=[O:26])[CH2:13][CH2:14][CH2:15][CH2:16][NH:17][C:18]([O:20][C:21]([CH3:24])([CH3:23])[CH3:22])=[O:19])=O)C1C=CC=CC=1.[H][H], predict the reaction product. The product is: [C:21]([O:20][C:18](=[O:19])[NH:17][CH2:16][CH2:15][CH2:14][CH2:13][C@H:12]([NH2:11])[C:25]([N:27]([CH3:28])[CH3:29])=[O:26])([CH3:22])([CH3:24])[CH3:23]. (7) Given the reactants Cl[C:2]1[C:7]([C:8]#[C:9][C:10]2[CH:11]=[N:12][C:13]([NH2:16])=[CH:14][CH:15]=2)=[C:6]([CH3:17])[N:5]=[C:4]([NH2:18])[N:3]=1.[C:19]([O:23][C:24](=[O:32])[NH:25][CH:26]1[CH2:31][CH2:30][CH2:29][NH:28][CH2:27]1)([CH3:22])([CH3:21])[CH3:20].C(OCC)(=O)C.C([O-])([O-])=O.[Na+].[Na+], predict the reaction product. The product is: [C:19]([O:23][C:24](=[O:32])[NH:25][CH:26]1[CH2:31][CH2:30][CH2:29][N:28]([C:2]2[C:7]([C:8]#[C:9][C:10]3[CH:11]=[N:12][C:13]([NH2:16])=[CH:14][CH:15]=3)=[C:6]([CH3:17])[N:5]=[C:4]([NH2:18])[N:3]=2)[CH2:27]1)([CH3:22])([CH3:20])[CH3:21].